Dataset: Serine/threonine kinase 33 screen with 319,792 compounds. Task: Binary Classification. Given a drug SMILES string, predict its activity (active/inactive) in a high-throughput screening assay against a specified biological target. (1) The compound is S(=O)(=O)(c1ccc(C(=O)NC2CCCCC2)cc1)C. The result is 0 (inactive). (2) The molecule is n12[nH]cnc2=NC(=CC1c1ccc(cc1)C)c1ccccc1. The result is 0 (inactive). (3) The compound is O=C1N(C(c2c3c(ccc2)cccc3)CC(O)=O)Cc2c1cccc2. The result is 0 (inactive). (4) The molecule is O=C(N1CCCCC1)CCOc1ccc(OC)cc1. The result is 0 (inactive). (5) The drug is O=C(Nc1c(OC)cccc1)c1cc2nc(c(nc2cc1)c1ccccc1)c1ccccc1. The result is 0 (inactive).